Predict the product of the given reaction. From a dataset of Forward reaction prediction with 1.9M reactions from USPTO patents (1976-2016). Given the reactants CN(C(ON1N=NC2C=CC=NC1=2)=[N+](C)C)C.F[P-](F)(F)(F)(F)F.[CH2:25]([NH:27][CH2:28][C:29]([NH:31][CH2:32][CH2:33][CH2:34][OH:35])=[O:30])[CH3:26].[CH2:36]([S:38]([N:41]1[C:53]2[CH2:52][CH2:51][CH:50]([CH:54]3[CH2:59][CH2:58][O:57][CH2:56][CH2:55]3)[CH2:49][C:48]=2[C:47]2[C:42]1=[CH:43][CH:44]=[C:45]([C:60](O)=[O:61])[CH:46]=2)(=[O:40])=[O:39])[CH3:37].C(N(CC)C(C)C)(C)C, predict the reaction product. The product is: [CH2:25]([N:27]([CH2:28][C:29]([NH:31][CH2:32][CH2:33][CH2:34][OH:35])=[O:30])[C:60]([C:45]1[CH:46]=[C:47]2[C:42](=[CH:43][CH:44]=1)[N:41]([S:38]([CH2:36][CH3:37])(=[O:40])=[O:39])[C:53]1[CH2:52][CH2:51][CH:50]([CH:54]3[CH2:59][CH2:58][O:57][CH2:56][CH2:55]3)[CH2:49][C:48]2=1)=[O:61])[CH3:26].